This data is from Reaction yield outcomes from USPTO patents with 853,638 reactions. The task is: Predict the reaction yield, written as a fraction of the theoretical maximum amount of product (1.0 means a 100% yield; for example, 0.34 means a 34% yield). The reactants are COC1C=C(OC)C=CC=1C[N:6]([C:32]1[CH:37]=[CH:36][N:35]=[CH:34][N:33]=1)[S:7]([C:10]1[CH:15]=[C:14]([F:16])[C:13]([O:17][C@H:18]2[CH2:24][CH2:23][CH2:22][CH2:21][CH2:20][C@@H:19]2[C:25]2[N:29]([CH3:30])[N:28]=[CH:27][CH:26]=2)=[CH:12][C:11]=1[F:31])(=[O:9])=[O:8].C([SiH](CC)CC)C.FC(F)(F)C(O)=O. The catalyst is ClCCl. The product is [F:31][C:11]1[CH:12]=[C:13]([O:17][C@H:18]2[CH2:24][CH2:23][CH2:22][CH2:21][CH2:20][C@@H:19]2[C:25]2[N:29]([CH3:30])[N:28]=[CH:27][CH:26]=2)[C:14]([F:16])=[CH:15][C:10]=1[S:7]([NH:6][C:32]1[CH:37]=[CH:36][N:35]=[CH:34][N:33]=1)(=[O:8])=[O:9]. The yield is 0.850.